This data is from Forward reaction prediction with 1.9M reactions from USPTO patents (1976-2016). The task is: Predict the product of the given reaction. Given the reactants [NH2:1][C:2]1[CH:7]=[CH:6][C:5]([C:8]2[CH:16]=[C:15]3[C:11]([CH2:12][N:13]([C@@H:18]([CH:23]([CH3:25])[CH3:24])[C:19]([O:21][CH3:22])=[O:20])[C:14]3=[O:17])=[CH:10][CH:9]=2)=[CH:4][CH:3]=1.[CH:26]([S:29](Cl)(=[O:31])=[O:30])([CH3:28])[CH3:27], predict the reaction product. The product is: [CH3:24][CH:23]([CH3:25])[C@H:18]([N:13]1[CH2:12][C:11]2[C:15](=[CH:16][C:8]([C:5]3[CH:4]=[CH:3][C:2]([NH:1][S:29]([CH:26]([CH3:28])[CH3:27])(=[O:31])=[O:30])=[CH:7][CH:6]=3)=[CH:9][CH:10]=2)[C:14]1=[O:17])[C:19]([O:21][CH3:22])=[O:20].